This data is from Reaction yield outcomes from USPTO patents with 853,638 reactions. The task is: Predict the reaction yield, written as a fraction of the theoretical maximum amount of product (1.0 means a 100% yield; for example, 0.34 means a 34% yield). (1) The reactants are [F:1][C:2]1[CH:7]=[CH:6][C:5]([F:8])=[CH:4][C:3]=1[C@H:9]1[CH2:13][CH2:12][CH2:11][N:10]1[C:14]1[CH:19]=[CH:18][N:17]2[N:20]=[CH:21][C:22]([NH2:23])=[C:16]2[N:15]=1.[OH:24][C:25]([CH3:30])([CH3:29])[C:26](O)=[O:27].CN(C(ON1N=NC2C=CC=NC1=2)=[N+](C)C)C.F[P-](F)(F)(F)(F)F.CCN(C(C)C)C(C)C. The catalyst is C(#N)C. The product is [F:1][C:2]1[CH:7]=[CH:6][C:5]([F:8])=[CH:4][C:3]=1[C@H:9]1[CH2:13][CH2:12][CH2:11][N:10]1[C:14]1[CH:19]=[CH:18][N:17]2[N:20]=[CH:21][C:22]([NH:23][C:26](=[O:27])[C:25]([OH:24])([CH3:30])[CH3:29])=[C:16]2[N:15]=1. The yield is 0.660. (2) The reactants are [N+:1]([C:4]1[CH:5]=[C:6]2[C:10](=[CH:11][CH:12]=1)[NH:9][N:8]=[C:7]2[C:13](O)=[O:14])([O-])=O.[AlH4-].[Li+].O.[OH-].[Na+]. The catalyst is C1COCC1. The product is [NH2:1][C:4]1[CH:5]=[C:6]2[C:10](=[CH:11][CH:12]=1)[NH:9][N:8]=[C:7]2[CH2:13][OH:14]. The yield is 0.150.